From a dataset of Forward reaction prediction with 1.9M reactions from USPTO patents (1976-2016). Predict the product of the given reaction. Given the reactants C([O:8][C:9]1[CH:10]=[C:11]2[C:16](=[CH:17][CH:18]=1)[N:15]([CH:19]1[CH2:24][CH2:23][S:22](=[O:25])[CH2:21][CH2:20]1)[C:14](=[O:26])[N:13]([CH2:27][C:28]1[CH:33]=[CH:32][C:31]([O:34][CH3:35])=[C:30]([O:36][CH3:37])[CH:29]=1)[C:12]2=[O:38])C1C=CC=CC=1, predict the reaction product. The product is: [CH3:37][O:36][C:30]1[CH:29]=[C:28]([CH:33]=[CH:32][C:31]=1[O:34][CH3:35])[CH2:27][N:13]1[C:12](=[O:38])[C:11]2[C:16](=[CH:17][CH:18]=[C:9]([OH:8])[CH:10]=2)[N:15]([CH:19]2[CH2:20][CH2:21][S:22](=[O:25])[CH2:23][CH2:24]2)[C:14]1=[O:26].